From a dataset of Full USPTO retrosynthesis dataset with 1.9M reactions from patents (1976-2016). Predict the reactants needed to synthesize the given product. (1) Given the product [CH:22]1([NH:25][C:26]([NH:28][C:6](=[O:8])[C:5]2[CH:9]=[C:10]([F:13])[C:11]([F:12])=[C:3]([CH:2]([F:1])[F:15])[C:4]=2[F:14])=[O:27])[CH2:24][CH2:23]1, predict the reactants needed to synthesize it. The reactants are: [F:1][CH:2]([F:15])[C:3]1[C:4]([F:14])=[C:5]([CH:9]=[C:10]([F:13])[C:11]=1[F:12])[C:6]([OH:8])=O.C(Cl)(=O)C(Cl)=O.[CH:22]1([NH:25][C:26]([NH2:28])=[O:27])[CH2:24][CH2:23]1. (2) The reactants are: Cl[C:2]1[N:3]=[N:4][C:5](Cl)=[CH:6][CH:7]=1.[Na+].[F:10][C:11]([F:22])([F:21])[C:12]1[CH:13]=[C:14]([S:18]([O-:20])=[O:19])[CH:15]=[CH:16][CH:17]=1.C([OH:26])(C)C. Given the product [F:22][C:11]([F:10])([F:21])[C:12]1[CH:13]=[C:14]([S:18]([C:2]2[CH:7]=[CH:6][C:5](=[O:26])[NH:4][N:3]=2)(=[O:20])=[O:19])[CH:15]=[CH:16][CH:17]=1, predict the reactants needed to synthesize it. (3) Given the product [CH3:12][O:10][C:9](=[O:11])[CH2:8][C:4]1[CH:5]=[CH:6][CH:7]=[C:2]([OH:1])[CH:3]=1, predict the reactants needed to synthesize it. The reactants are: [OH:1][C:2]1[CH:3]=[C:4]([CH2:8][C:9]([OH:11])=[O:10])[CH:5]=[CH:6][CH:7]=1.[CH3:12]O. (4) The reactants are: [F:1][C:2]1[CH:3]=[CH:4][CH:5]=[C:6]2[C:10]=1[NH:9][CH:8]=[C:7]2[C@@H:11]1[C:19]2[C:14](=[CH:15][CH:16]=[CH:17][CH:18]=2)[C@H:13]([NH:20][CH3:21])[CH2:12]1.C1(C)C=CC(C([C@](C(O)=O)(O)[C@](C(C2C=CC(C)=CC=2)=O)(O)C(O)=O)=O)=CC=1. Given the product [F:1][C:2]1[CH:3]=[CH:4][CH:5]=[C:6]2[C:10]=1[NH:9][CH:8]=[C:7]2[C@H:11]1[C:19]2[C:14](=[CH:15][CH:16]=[CH:17][CH:18]=2)[C@@H:13]([NH:20][CH3:21])[CH2:12]1, predict the reactants needed to synthesize it. (5) Given the product [CH2:1]([N:7]1[CH2:12][CH:11]2[CH:9]([C:10]2([C:14]2[CH:15]=[C:16]([NH:20][S:28]([CH3:27])(=[O:30])=[O:29])[CH:17]=[CH:18][CH:19]=2)[CH3:13])[CH2:8]1)[CH2:2][CH2:3][CH2:4][CH2:5][CH3:6], predict the reactants needed to synthesize it. The reactants are: [CH2:1]([N:7]1[CH2:12][CH:11]2[CH:9]([C:10]2([C:14]2[CH:15]=[C:16]([NH2:20])[CH:17]=[CH:18][CH:19]=2)[CH3:13])[CH2:8]1)[CH2:2][CH2:3][CH2:4][CH2:5][CH3:6].N1C=CC=CC=1.[CH3:27][S:28](Cl)(=[O:30])=[O:29].